From a dataset of Peptide-MHC class II binding affinity with 134,281 pairs from IEDB. Regression. Given a peptide amino acid sequence and an MHC pseudo amino acid sequence, predict their binding affinity value. This is MHC class II binding data. (1) The peptide sequence is AFCTPGWEIHPARLV. The MHC is DRB1_0405 with pseudo-sequence DRB1_0405. The binding affinity (normalized) is 0.357. (2) The peptide sequence is QRPLVTIKIGGQLKE. The MHC is HLA-DQA10201-DQB10202 with pseudo-sequence HLA-DQA10201-DQB10202. The binding affinity (normalized) is 0.0185. (3) The peptide sequence is IRDFDPDLLGEDVYE. The MHC is DRB1_0101 with pseudo-sequence DRB1_0101. The binding affinity (normalized) is 0.320. (4) The peptide sequence is EEMFKKRNLTIMDLH. The MHC is DRB4_0101 with pseudo-sequence DRB4_0103. The binding affinity (normalized) is 0.610. (5) The peptide sequence is AAAGAEAGKATTEEQ. The MHC is DRB1_1201 with pseudo-sequence DRB1_1201. The binding affinity (normalized) is 0. (6) The peptide sequence is AFKVANTAANAAPAN. The MHC is HLA-DPA10103-DPB10301 with pseudo-sequence HLA-DPA10103-DPB10301. The binding affinity (normalized) is 0.577. (7) The peptide sequence is PDEYVEQVAQYKALP. The MHC is HLA-DPA10201-DPB10501 with pseudo-sequence HLA-DPA10201-DPB10501. The binding affinity (normalized) is 0.0617. (8) The peptide sequence is GELQIVDKIQAAFKI. The MHC is DRB1_1101 with pseudo-sequence DRB1_1101. The binding affinity (normalized) is 0.591. (9) The peptide sequence is EKKMSNYIQFKSKCRIEPVC. The MHC is DRB1_0401 with pseudo-sequence DRB1_0401. The binding affinity (normalized) is 0.0641. (10) The peptide sequence is EKKYDAATQFEPLAA. The MHC is HLA-DQA10401-DQB10402 with pseudo-sequence HLA-DQA10401-DQB10402. The binding affinity (normalized) is 0.453.